From a dataset of Catalyst prediction with 721,799 reactions and 888 catalyst types from USPTO. Predict which catalyst facilitates the given reaction. (1) Reactant: [CH2:1]([O:3][C:4](=[O:23])[CH:5]=[CH:6][C:7]1[CH:12]=[CH:11][C:10]([CH2:13][N:14]2[CH:19]=[C:18]([CH3:20])[C:17](=[O:21])[NH:16][C:15]2=[O:22])=[CH:9][CH:8]=1)[CH3:2].[H][H]. Product: [CH2:1]([O:3][C:4](=[O:23])[CH2:5][CH2:6][C:7]1[CH:8]=[CH:9][C:10]([CH2:13][N:14]2[CH:19]=[C:18]([CH3:20])[C:17](=[O:21])[NH:16][C:15]2=[O:22])=[CH:11][CH:12]=1)[CH3:2]. The catalyst class is: 19. (2) Reactant: C(=O)([O-])[O-].[K+].[K+].[NH:7]1[CH2:12][CH2:11][C:10](=[O:13])[CH2:9][CH2:8]1.[F:14][C:15]1[CH:16]=[C:17]([N+:23]([O-:25])=[O:24])[CH:18]=[C:19]([F:22])[C:20]=1F. Product: [F:14][C:15]1[CH:16]=[C:17]([N+:23]([O-:25])=[O:24])[CH:18]=[C:19]([F:22])[C:20]=1[N:7]1[CH2:12][CH2:11][C:10](=[O:13])[CH2:9][CH2:8]1. The catalyst class is: 3. (3) Reactant: [CH3:1][C@@H:2]1[CH2:7][O:6][CH2:5][CH2:4][NH:3]1.C(N(CC)CC)C.[Cl:15][C:16]1[N:21]=[C:20](Cl)[CH:19]=[C:18]([C:23]([O:25][CH3:26])=[O:24])[N:17]=1.O. Product: [Cl:15][C:16]1[N:17]=[C:18]([C:23]([O:25][CH3:26])=[O:24])[CH:19]=[C:20]([N:3]2[CH2:4][CH2:5][O:6][CH2:7][C@H:2]2[CH3:1])[N:21]=1. The catalyst class is: 2. (4) Reactant: [NH2:1][C:2]1[CH:7]=[CH:6][C:5]([CH2:8][C:9]([N:11]2[CH2:16][CH2:15][N:14]([CH2:17][CH3:18])[CH2:13][CH2:12]2)=O)=[C:4]([C:19]([F:22])([F:21])[F:20])[CH:3]=1.Cl.O. Product: [CH2:17]([N:14]1[CH2:13][CH2:12][N:11]([CH2:9][CH2:8][C:5]2[CH:6]=[CH:7][C:2]([NH2:1])=[CH:3][C:4]=2[C:19]([F:22])([F:20])[F:21])[CH2:16][CH2:15]1)[CH3:18]. The catalyst class is: 1. (5) Reactant: [CH:1]([N:4]1[C:8]([C:9]2[N:18]=[C:17]3[N:11]([CH2:12][CH2:13][O:14][C:15]4[CH:22]=[CH:21][C:20]([S:23][CH:24]5[CH2:29][CH2:28][N:27]([C:30](C)([CH3:33])[CH2:31]O)[CH2:26][CH2:25]5)=[CH:19][C:16]=43)[CH:10]=2)=[N:7][CH:6]=[N:5]1)([CH3:3])[CH3:2].C(N1CCC(S)CC1)(C)C.CC1(C)C2C(=C(P(C3C=CC=CC=3)C3C=CC=CC=3)C=CC=2)OC2C(P(C3C=CC=CC=3)C3C=CC=CC=3)=CC=CC1=2.CCN(C(C)C)C(C)C. Product: [CH:1]([N:4]1[C:8]([C:9]2[N:18]=[C:17]3[C:16]4[CH:19]=[C:20]([S:23][CH:24]5[CH2:25][CH2:26][N:27]([CH:30]([CH3:33])[CH3:31])[CH2:28][CH2:29]5)[CH:21]=[CH:22][C:15]=4[O:14][CH2:13][CH2:12][N:11]3[CH:10]=2)=[N:7][CH:6]=[N:5]1)([CH3:3])[CH3:2]. The catalyst class is: 62. (6) The catalyst class is: 1. Product: [Cl:1][C:2]1[CH:3]=[CH:4][C:5]2[C:15](=[CH:16][C:17]3[CH:18]=[C:19]([OH:35])[CH:20]=[CH:21][CH:22]=3)[C:10]3=[N:11][CH:12]=[CH:13][CH:14]=[C:9]3[CH2:8][CH2:7][C:6]=2[CH:32]=1. Reactant: [Cl:1][C:2]1[CH:3]=[CH:4][C:5]2[C:15](=[CH:16][C:17]3[CH:22]=[CH:21][CH:20]=[C:19](B4OC(C)(C)C(C)(C)O4)[CH:18]=3)[C:10]3=[N:11][CH:12]=[CH:13][CH:14]=[C:9]3[CH2:8][CH2:7][C:6]=2[CH:32]=1.CC(O)=[O:35].O.OO. (7) Reactant: O.NN.[CH2:4]([N:11]1[CH2:15][CH2:14][C:13]([CH2:19][N:20]2C(=O)C3C(=CC=CC=3)C2=O)([CH2:16][O:17][CH3:18])[CH2:12]1)[C:5]1[CH:10]=[CH:9][CH:8]=[CH:7][CH:6]=1.Cl. Product: [CH2:4]([N:11]1[CH2:15][CH2:14][C:13]([CH2:19][NH2:20])([CH2:16][O:17][CH3:18])[CH2:12]1)[C:5]1[CH:6]=[CH:7][CH:8]=[CH:9][CH:10]=1. The catalyst class is: 8. (8) Reactant: [Cl:1][C:2]1[CH:10]=[CH:9][C:5]([C:6]([OH:8])=O)=[C:4]([CH2:11][N:12]2[N:16]=[N:15][C:14]([CH3:17])=[N:13]2)[CH:3]=1.CN([C:21]([O:25][N:26]1N=NC2C=CC=N[C:27]1=2)=[N+](C)C)C.F[P-](F)(F)(F)(F)F.Cl.CNOC.C(N(CC)CC)C. Product: [Cl:1][C:2]1[CH:10]=[CH:9][C:5]([C:6]([N:26]([O:25][CH3:21])[CH3:27])=[O:8])=[C:4]([CH2:11][N:12]2[N:16]=[N:15][C:14]([CH3:17])=[N:13]2)[CH:3]=1. The catalyst class is: 1.